Dataset: CYP2D6 inhibition data for predicting drug metabolism from PubChem BioAssay. Task: Regression/Classification. Given a drug SMILES string, predict its absorption, distribution, metabolism, or excretion properties. Task type varies by dataset: regression for continuous measurements (e.g., permeability, clearance, half-life) or binary classification for categorical outcomes (e.g., BBB penetration, CYP inhibition). Dataset: cyp2d6_veith. The compound is Cn1c(=O)c2cn(-c3ccccc3)cc2n(C)c1=O. The result is 0 (non-inhibitor).